Dataset: Full USPTO retrosynthesis dataset with 1.9M reactions from patents (1976-2016). Task: Predict the reactants needed to synthesize the given product. Given the product [C:26]([N:30]1[CH2:38][C:37]2[C:32](=[CH:33][CH:34]=[C:35]([NH:39][C:2]3[N:7]=[C:6]([NH:8][C@@H:9]4[CH2:14][CH2:13][CH2:12][N:11]([C:15](=[O:18])[CH:16]=[CH2:17])[CH2:10]4)[C:5]([F:19])=[CH:4][N:3]=3)[CH:36]=2)[CH2:31]1)([CH3:29])([CH3:27])[CH3:28], predict the reactants needed to synthesize it. The reactants are: Cl[C:2]1[N:7]=[C:6]([NH:8][C@@H:9]2[CH2:14][CH2:13][CH2:12][N:11]([C:15](=[O:18])[CH:16]=[CH2:17])[CH2:10]2)[C:5]([F:19])=[CH:4][N:3]=1.C([O-])([O-])=O.[Cs+].[Cs+].[C:26]([N:30]1[CH2:38][C:37]2[C:32](=[CH:33][CH:34]=[C:35]([NH2:39])[CH:36]=2)[CH2:31]1)([CH3:29])([CH3:28])[CH3:27].CN(C1C(C2C(P(C3CCCCC3)C3CCCCC3)=CC=CC=2)=CC=CC=1)C.